Predict the reaction yield, written as a fraction of the theoretical maximum amount of product (1.0 means a 100% yield; for example, 0.34 means a 34% yield). From a dataset of Reaction yield outcomes from USPTO patents with 853,638 reactions. (1) The reactants are [CH:1]1[C:13]2[NH:12][C:11]3[C:6](=[CH:7][CH:8]=[CH:9][CH:10]=3)[C:5]=2[CH:4]=[CH:3][CH:2]=1.[Br:14][C:15]1[CH:16]=[N:17][CH:18]=[C:19](Br)[CH:20]=1.C(=O)([O-])[O-].[K+].[K+].C1OCCOCCOCCOCCOCCOC1. The catalyst is CN(C=O)C.[Cu]. The product is [Br:14][C:15]1[CH:20]=[C:19]([N:12]2[C:11]3[CH:10]=[CH:9][CH:8]=[CH:7][C:6]=3[C:5]3[C:13]2=[CH:1][CH:2]=[CH:3][CH:4]=3)[CH:18]=[N:17][CH:16]=1. The yield is 0.600. (2) The catalyst is C(Cl)Cl.O. The yield is 0.900. The reactants are [OH:1][C@H:2]1[CH2:7][CH2:6][CH2:5][CH2:4][C@@H:3]1[O:8][C:9]1[CH:14]=[CH:13][C:12]([N:15]2[C:20](=[O:21])[C:19]([CH2:22][C:23]3[CH:28]=[CH:27][C:26]([C:29]4[CH:34]=[CH:33][CH:32]=[CH:31][C:30]=4[C:35]4[NH:39][C:38](=[O:40])[O:37][N:36]=4)=[CH:25][CH:24]=3)=[C:18]([CH2:41][CH2:42][CH3:43])[N:17]=[C:16]2[CH3:44])=[CH:11][CH:10]=1.CC(OI1(OC(C)=O)(OC(C)=O)OC(=O)C2C1=CC=CC=2)=O.C(OCC)(=O)C.S([O-])([O-])(=O)=S.[Na+].[Na+]. The product is [CH3:44][C:16]1[N:15]([C:12]2[CH:11]=[CH:10][C:9]([O:8][CH:3]3[CH2:4][CH2:5][CH2:6][CH2:7][C:2]3=[O:1])=[CH:14][CH:13]=2)[C:20](=[O:21])[C:19]([CH2:22][C:23]2[CH:28]=[CH:27][C:26]([C:29]3[CH:34]=[CH:33][CH:32]=[CH:31][C:30]=3[C:35]3[NH:39][C:38](=[O:40])[O:37][N:36]=3)=[CH:25][CH:24]=2)=[C:18]([CH2:41][CH2:42][CH3:43])[N:17]=1. (3) The reactants are Cl[CH2:2][CH2:3][N:4]1[C:8]2=[N:9][C:10]([C:20]([F:29])([F:28])[C:21]3[CH:26]=[CH:25][C:24]([F:27])=[CH:23][CH:22]=3)=[N:11][C:12]([NH:13][C:14]3[CH:18]=[C:17]([CH3:19])[NH:16][N:15]=3)=[C:7]2[CH:6]=[N:5]1.C[O-].[Na+].CO.[I-].[K+].C1OCCOCCOCCOCCOC1.C[O-].[Na+]. The yield is 0.0200. The product is [F:29][C:20]([F:28])([C:21]1[CH:26]=[CH:25][C:24]([F:27])=[CH:23][CH:22]=1)[C:10]1[N:9]=[C:8]2[N:4]([CH:3]=[CH2:2])[N:5]=[CH:6][C:7]2=[C:12]([NH:13][C:14]2[CH:18]=[C:17]([CH3:19])[NH:16][N:15]=2)[N:11]=1. The catalyst is C1COCC1.CO. (4) The reactants are Cl[C:2]1[C:3]([C:17]([C:19]2[CH:24]=[CH:23][CH:22]=[CH:21][C:20]=2[Cl:25])=O)=[N:4][CH:5]=[C:6]([O:8][C:9]2[CH:14]=[CH:13][C:12]([F:15])=[CH:11][C:10]=2[F:16])[N:7]=1.O.[NH2:27][NH2:28]. The catalyst is C(O)C. The product is [Cl:25][C:20]1[CH:21]=[CH:22][CH:23]=[CH:24][C:19]=1[C:17]1[C:3]2[C:2](=[N:7][C:6]([O:8][C:9]3[CH:14]=[CH:13][C:12]([F:15])=[CH:11][C:10]=3[F:16])=[CH:5][N:4]=2)[NH:28][N:27]=1. The yield is 0.420. (5) The reactants are [Cl:1][CH2:2][CH2:3][CH2:4][O:5][C:6]1[CH:11]=[CH:10][C:9]([C:12]2[S:13][C:14]([C:18](OC)=[O:19])=[C:15]([CH3:17])[N:16]=2)=[CH:8][CH:7]=1.CO.[BH4-].[Li+].Cl.[OH-].[Na+]. The catalyst is O1CCCC1. The product is [Cl:1][CH2:2][CH2:3][CH2:4][O:5][C:6]1[CH:7]=[CH:8][C:9]([C:12]2[S:13][C:14]([CH2:18][OH:19])=[C:15]([CH3:17])[N:16]=2)=[CH:10][CH:11]=1. The yield is 0.910. (6) The reactants are CN(C)C=O.[OH:6][C:7]1[CH:8]=[N:9][CH:10]=[CH:11][CH:12]=1.F[C:14]1[CH:21]=[CH:20][C:17]([CH:18]=[O:19])=[CH:16][CH:15]=1.C(=O)([O-])[O-].[K+].[K+]. The catalyst is O. The product is [N:9]1[CH:10]=[CH:11][CH:12]=[C:7]([O:6][C:14]2[CH:21]=[CH:20][C:17]([CH:18]=[O:19])=[CH:16][CH:15]=2)[CH:8]=1. The yield is 0.271. (7) The reactants are [Br:1][C:2]1[N:3]=[C:4]([C:7]([C:10]2[CH:19]=[CH:18][C:13]3[NH:14][C:15](=[O:17])[S:16][C:12]=3[CH:11]=2)(O)[CH3:8])[S:5][CH:6]=1.C([SiH](CC)CC)C. The catalyst is ClCCl.FC(F)(F)C(O)=O. The product is [Br:1][C:2]1[N:3]=[C:4]([CH:7]([C:10]2[CH:19]=[CH:18][C:13]3[NH:14][C:15](=[O:17])[S:16][C:12]=3[CH:11]=2)[CH3:8])[S:5][CH:6]=1. The yield is 0.730. (8) The reactants are [Si:1]([O:8][CH2:9][CH2:10][CH2:11][N:12]1[C:17](=[O:18])[C:16]2[CH:19]=[C:20]([Cl:23])[N:21]=[CH:22][C:15]=2[NH:14][C:13]1=[O:24])([C:4]([CH3:7])([CH3:6])[CH3:5])([CH3:3])[CH3:2].[C:25]([O-])([O-])=O.[K+].[K+].IC. The catalyst is CC(C)=O.CC(=O)OCC.O. The product is [Si:1]([O:8][CH2:9][CH2:10][CH2:11][N:12]1[C:17](=[O:18])[C:16]2[CH:19]=[C:20]([Cl:23])[N:21]=[CH:22][C:15]=2[N:14]([CH3:25])[C:13]1=[O:24])([C:4]([CH3:7])([CH3:5])[CH3:6])([CH3:3])[CH3:2]. The yield is 0.870. (9) The reactants are [Cl:1][CH2:2][C:3]([NH:5][C:6]1[N:10]([CH:11]2[CH2:15][CH2:14][CH2:13][CH2:12]2)[N:9]=[N:8][C:7]=1[C:16]([NH2:18])=[O:17])=O. The catalyst is P(Cl)(Cl)(Cl)=O. The product is [Cl:1][CH2:2][C:3]1[NH:18][C:16](=[O:17])[C:7]2[N:8]=[N:9][N:10]([CH:11]3[CH2:15][CH2:14][CH2:13][CH2:12]3)[C:6]=2[N:5]=1. The yield is 0.540. (10) The reactants are B(Br)(Br)Br.C[O:6][C:7]1[CH:8]=[C:9]([C:15]([C@@H:17]2[C@:26]3([CH3:27])[C@H:21]([C:22]([CH3:29])([CH3:28])[CH2:23][CH2:24][CH2:25]3)[CH2:20][C@@H:19]([CH2:30][NH:31][C:32](=[O:34])[CH3:33])[C@H:18]2[CH3:35])=[O:16])[CH:10]=[C:11]([O:13]C)[CH:12]=1.CO. The catalyst is C(Cl)Cl. The product is [OH:6][C:7]1[CH:8]=[C:9]([C:15]([C@@H:17]2[C@:26]3([CH3:27])[C@H:21]([C:22]([CH3:28])([CH3:29])[CH2:23][CH2:24][CH2:25]3)[CH2:20][C@@H:19]([CH2:30][NH:31][C:32](=[O:34])[CH3:33])[C@H:18]2[CH3:35])=[O:16])[CH:10]=[C:11]([OH:13])[CH:12]=1. The yield is 0.910.